Dataset: Full USPTO retrosynthesis dataset with 1.9M reactions from patents (1976-2016). Task: Predict the reactants needed to synthesize the given product. Given the product [CH2:28]([O:27][C:23]1[CH:22]=[N:21][N:20]([CH2:19][CH2:18][C:12]2[CH:11]=[C:10]3[C:15]([CH2:16][CH2:17][N:8]([CH3:6])[CH2:9]3)=[CH:14][CH:13]=2)[C:25](=[O:26])[CH:24]=1)[C:29]1[CH:30]=[CH:31][CH:32]=[CH:33][CH:34]=1, predict the reactants needed to synthesize it. The reactants are: C(O[C:6]([N:8]1[CH2:17][CH2:16][C:15]2[C:10](=[CH:11][C:12]([CH2:18][CH2:19][N:20]3[C:25](=[O:26])[CH:24]=[C:23]([O:27][CH2:28][C:29]4[CH:34]=[CH:33][CH:32]=[CH:31][CH:30]=4)[CH:22]=[N:21]3)=[CH:13][CH:14]=2)[CH2:9]1)=O)(C)(C)C.C=O.C(O[BH-](OC(=O)C)OC(=O)C)(=O)C.[Na+].C([O-])([O-])=O.[Na+].[Na+].